This data is from Forward reaction prediction with 1.9M reactions from USPTO patents (1976-2016). The task is: Predict the product of the given reaction. Given the reactants [CH3:1][O:2][C:3]1[CH:4]=[C:5]([CH:7]=[C:8]([O:12][CH3:13])[C:9]=1[O:10][CH3:11])[NH2:6].[C:14]([CH2:16][C:17](O)=[O:18])#[N:15].C(N=C=NC(C)C)(C)C, predict the reaction product. The product is: [C:14]([CH2:16][C:17]([NH:6][C:5]1[CH:7]=[C:8]([O:12][CH3:13])[C:9]([O:10][CH3:11])=[C:3]([O:2][CH3:1])[CH:4]=1)=[O:18])#[N:15].